Dataset: Catalyst prediction with 721,799 reactions and 888 catalyst types from USPTO. Task: Predict which catalyst facilitates the given reaction. (1) Reactant: C(O[C:6]([N:8]1[CH2:13][CH2:12][CH:11]([C:14]([O:16][CH2:17][C:18]2[CH:23]=[CH:22][CH:21]=[CH:20][CH:19]=2)=[O:15])[CH2:10][CH2:9]1)=O)(C)(C)C.FC(F)(F)C(O)=O.[Br:31][C:32]1[C:33](=[O:46])[N:34]([C:40]2[CH:45]=[CH:44][CH:43]=[CH:42][CH:41]=2)[N:35]([CH3:39])[C:36]=1CBr.C(N(C(C)C)CC)(C)C. Product: [CH2:17]([O:16][C:14]([CH:11]1[CH2:10][CH2:9][N:8]([CH2:6][C:36]2[N:35]([CH3:39])[N:34]([C:40]3[CH:45]=[CH:44][CH:43]=[CH:42][CH:41]=3)[C:33](=[O:46])[C:32]=2[Br:31])[CH2:13][CH2:12]1)=[O:15])[C:18]1[CH:19]=[CH:20][CH:21]=[CH:22][CH:23]=1. The catalyst class is: 643. (2) Reactant: [O:1]1[CH:5]=[CH:4][CH:3]=[C:2]1[CH:6]=[O:7].C(O[CH2:12][CH:13]=[CH2:14])(=O)C.O.CCN(CC)CC.CC1C(C)=C(C)C(C)=C(C)C=1C. Product: [O:1]1[CH:5]=[CH:4][CH:3]=[C:2]1[CH:6]([OH:7])[CH2:14][CH:13]=[CH2:12]. The catalyst class is: 12. (3) The catalyst class is: 341. Reactant: [CH:1]1([C:7]2[N:11]3[C:12]4[C:17]([NH:18][C:19](=[O:20])[C:10]3=[CH:9][N:8]=2)=[CH:16][CH:15]=[C:14]([C:21](O)=[O:22])[CH:13]=4)[CH2:6][CH2:5][CH2:4][CH2:3][CH2:2]1.[NH2:24][C:25]1[CH:30]=[CH:29][CH:28]=[CH:27][N:26]=1.O.ON1C2C=CC=CC=2N=N1.Cl.CN(C)CCCN=C=NCC. Product: [CH:1]1([C:7]2[N:11]3[C:12]4[C:17]([NH:18][C:19](=[O:20])[C:10]3=[CH:9][N:8]=2)=[CH:16][CH:15]=[C:14]([C:21]([NH:24][C:25]2[CH:30]=[CH:29][CH:28]=[CH:27][N:26]=2)=[O:22])[CH:13]=4)[CH2:2][CH2:3][CH2:4][CH2:5][CH2:6]1. (4) Reactant: [I-:1].[Na+].Cl[CH2:4][CH2:5][O:6][CH2:7][CH2:8][O:9][CH:10]1[CH2:15][CH2:14][CH2:13][CH2:12][O:11]1. Product: [I-:1].[I:1][CH2:4][CH2:5][O:6][CH2:7][CH2:8][O:9][CH:10]1[CH2:15][CH2:14][CH2:13][CH2:12][O:11]1. The catalyst class is: 21. (5) Reactant: [Cl:1][C:2]1[CH:10]=[CH:9][C:8]([OH:11])=[CH:7][C:3]=1[C:4]([OH:6])=[O:5].C(=O)([O-])[O-].[K+].[K+].[Cl:18][C:19]1[CH:20]=[C:21]([CH:24]=[CH:25][CH:26]=1)[CH2:22]Br. Product: [Cl:1][C:2]1[CH:10]=[CH:9][C:8]([O:11][CH2:22][C:21]2[CH:24]=[CH:25][CH:26]=[C:19]([Cl:18])[CH:20]=2)=[CH:7][C:3]=1[C:4]([O:6][CH2:22][C:21]1[CH:24]=[CH:25][CH:26]=[C:19]([Cl:18])[CH:20]=1)=[O:5]. The catalyst class is: 39.